From a dataset of Reaction yield outcomes from USPTO patents with 853,638 reactions. Predict the reaction yield, written as a fraction of the theoretical maximum amount of product (1.0 means a 100% yield; for example, 0.34 means a 34% yield). (1) The reactants are [C:1]([O:5][C:6]([N:8]1[CH2:12][CH2:11][CH2:10][CH:9]1[C:13]1[N:14]([CH2:19][O:20][CH2:21][CH2:22][Si:23]([CH3:26])([CH3:25])[CH3:24])[C:15](Br)=[CH:16][N:17]=1)=[O:7])([CH3:4])([CH3:3])[CH3:2].[Li]CCCC.[Cl-].[NH4+].[C:34](=O)(O)[O-:35].[Na+]. The catalyst is C1COCC1.CN(C=O)C.CCCCCC. The product is [C:1]([O:5][C:6]([N:8]1[CH2:12][CH2:11][CH2:10][CH:9]1[C:13]1[N:14]([CH2:19][O:20][CH2:21][CH2:22][Si:23]([CH3:26])([CH3:25])[CH3:24])[C:15]([CH:34]=[O:35])=[CH:16][N:17]=1)=[O:7])([CH3:4])([CH3:3])[CH3:2]. The yield is 0.450. (2) The reactants are Br[C:2]1[CH:3]=[C:4]2[C@:15]3([CH2:19][O:18][C:17]([NH2:20])=[N:16]3)[C:14]3[C:9](=[CH:10][CH:11]=[C:12]([C:21]4[CH:22]=[N:23][CH:24]=[CH:25][CH:26]=4)[CH:13]=3)[O:8][C:5]2=[N:6][CH:7]=1.C(N[CH:31]([CH3:33])[CH3:32])(C)C.[CH3:34]N(C=O)C.[C:39](OCC)(=O)[CH3:40]. The catalyst is O.[Cu](I)I.C1C=CC([P]([Pd]([P](C2C=CC=CC=2)(C2C=CC=CC=2)C2C=CC=CC=2)([P](C2C=CC=CC=2)(C2C=CC=CC=2)C2C=CC=CC=2)[P](C2C=CC=CC=2)(C2C=CC=CC=2)C2C=CC=CC=2)(C2C=CC=CC=2)C2C=CC=CC=2)=CC=1. The product is [CH3:34][C:31]([CH3:32])([CH3:33])[C:39]#[C:40][C:2]1[CH:3]=[C:4]2[C@:15]3([CH2:19][O:18][C:17]([NH2:20])=[N:16]3)[C:14]3[C:9](=[CH:10][CH:11]=[C:12]([C:21]4[CH:22]=[N:23][CH:24]=[CH:25][CH:26]=4)[CH:13]=3)[O:8][C:5]2=[N:6][CH:7]=1. The yield is 0.645. (3) The reactants are [C:1](=[O:12])([S:9][CH2:10][CH3:11])[O:2][O:3][CH:4](Cl)[CH2:5][CH2:6][CH3:7].[CH:13]1([C:18]([OH:20])=[O:19])[CH2:17][CH2:16][CH2:15][CH2:14]1. No catalyst specified. The product is [C:1](=[O:12])([S:9][CH2:10][CH3:11])[O:2][O:3][CH:4]([O:20][C:18]([CH:13]1[CH2:17][CH2:16][CH2:15][CH2:14]1)=[O:19])[CH2:5][CH2:6][CH3:7]. The yield is 0.860. (4) The reactants are [H-].[H-].[H-].[H-].[Li+].[Al+3].[OH:7][C:8]1([C:17]([F:20])([F:19])[F:18])[CH2:13][CH2:12][CH:11]([C:14](O)=[O:15])[CH2:10][CH2:9]1.O.[OH-].[Na+]. The catalyst is C1COCC1. The product is [OH:15][CH2:14][CH:11]1[CH2:12][CH2:13][C:8]([C:17]([F:18])([F:19])[F:20])([OH:7])[CH2:9][CH2:10]1. The yield is 1.00. (5) The reactants are [NH2:1][C:2]1[CH:10]=[CH:9][CH:8]=[C:7]([O:11][CH3:12])[C:3]=1[C:4]([OH:6])=O.[CH2:13]([NH2:20])[C:14]1[CH:19]=[CH:18][CH:17]=[CH:16][CH:15]=1.C(N(C(C)C)CC)(C)C.[Cl-].ClC1N(C)CC[NH+]1C. The catalyst is ClCCl.O. The product is [NH2:1][C:2]1[CH:10]=[CH:9][CH:8]=[C:7]([O:11][CH3:12])[C:3]=1[C:4]([NH:20][CH2:13][C:14]1[CH:19]=[CH:18][CH:17]=[CH:16][CH:15]=1)=[O:6]. The yield is 0.460. (6) The catalyst is CC(N(C)C)=O. The reactants are F[C:2]1[CH:11]=[CH:10][C:5]([C:6]([O:8][CH3:9])=[O:7])=[CH:4][CH:3]=1.[CH3:12][C@@H:13]1[CH2:18][NH:17][CH2:16][CH2:15][NH:14]1. The yield is 0.640. The product is [CH3:12][C@H:13]1[NH:14][CH2:15][CH2:16][N:17]([C:2]2[CH:11]=[CH:10][C:5]([C:6]([O:8][CH3:9])=[O:7])=[CH:4][CH:3]=2)[CH2:18]1. (7) The reactants are [CH3:1][N:2]([S:6](=[O:9])(=[O:8])[NH2:7])[CH:3]([CH3:5])[CH3:4].[Cl:10][C:11]1[CH:18]=[C:17]([F:19])[C:16]([N:20]2[C:25](=[O:26])[CH:24]=[C:23]([C:27]([F:30])([F:29])[F:28])[N:22]([CH3:31])[C:21]2=[O:32])=[CH:15][C:12]=1[CH:13]=O. The catalyst is C1(C)C=CC=CC=1. The product is [Cl:10][C:11]1[C:12](/[CH:13]=[N:7]/[S:6](=[O:9])(=[O:8])[N:2]([CH:3]([CH3:5])[CH3:4])[CH3:1])=[CH:15][C:16]([N:20]2[C:25](=[O:26])[CH:24]=[C:23]([C:27]([F:30])([F:28])[F:29])[N:22]([CH3:31])[C:21]2=[O:32])=[C:17]([F:19])[CH:18]=1. The yield is 0.180. (8) The reactants are [NH2:1][C:2]1[CH:7]=[CH:6][C:5](B(O)O)=[CH:4][CH:3]=1.[C:11]([O:15][C:16]([N:18]1[C@@H:23]([CH3:24])[CH:22]=[C:21](OS(C(F)(F)F)(=O)=O)[CH2:20][C@@H:19]1[CH3:33])=[O:17])([CH3:14])([CH3:13])[CH3:12]. No catalyst specified. The product is [C:11]([O:15][C:16]([N:18]1[CH:19]([CH3:33])[CH:20]=[C:21]([C:5]2[CH:6]=[CH:7][C:2]([NH2:1])=[CH:3][CH:4]=2)[CH2:22][CH:23]1[CH3:24])=[O:17])([CH3:14])([CH3:12])[CH3:13]. The yield is 0.570. (9) The reactants are [CH3:1][P:2](=[O:7])([CH:5]=[CH2:6])[CH:3]=[CH2:4].[C:8]([N:15]1[CH2:20][CH2:19][CH:18]([NH2:21])[CH2:17][CH2:16]1)([O:10][C:11]([CH3:14])([CH3:13])[CH3:12])=[O:9]. The catalyst is C1COCC1.O. The product is [CH3:1][P:2]1(=[O:7])[CH2:5][CH2:6][N:21]([CH:18]2[CH2:17][CH2:16][N:15]([C:8]([O:10][C:11]([CH3:14])([CH3:13])[CH3:12])=[O:9])[CH2:20][CH2:19]2)[CH2:4][CH2:3]1. The yield is 0.380. (10) The reactants are [NH:1]1[C:10]2[C:5](=[CH:6][C:7]([OH:11])=[CH:8][CH:9]=2)[CH2:4][CH2:3][CH2:2]1.N1C=CN=C1.[CH3:17][C:18]([Si:21](Cl)([CH3:23])[CH3:22])([CH3:20])[CH3:19]. The catalyst is C(Cl)Cl.O. The product is [C:18]([Si:21]([CH3:23])([CH3:22])[O:11][C:7]1[CH:6]=[C:5]2[C:10](=[CH:9][CH:8]=1)[NH:1][CH2:2][CH2:3][CH2:4]2)([CH3:20])([CH3:19])[CH3:17]. The yield is 0.970.